Task: Predict the product of the given reaction.. Dataset: Forward reaction prediction with 1.9M reactions from USPTO patents (1976-2016) (1) Given the reactants [NH2:1][C:2]1[C:3]([NH:13][CH2:14][CH2:15][CH2:16][OH:17])=[C:4]([CH:9]=[CH:10][C:11]=1[Cl:12])[C:5]([O:7][CH3:8])=[O:6].[Cl:18][C:19]1[CH:24]=[CH:23][C:22]([N:25]=[C:26]=[S:27])=[C:21]([C:28]([F:31])([F:30])[F:29])[CH:20]=1, predict the reaction product. The product is: [Cl:12][C:11]1[CH:10]=[CH:9][C:4]([C:5]([O:7][CH3:8])=[O:6])=[C:3]([NH:13][CH2:14][CH2:15][CH2:16][OH:17])[C:2]=1[NH:1][C:26](=[S:27])[NH:25][C:22]1[CH:23]=[CH:24][C:19]([Cl:18])=[CH:20][C:21]=1[C:28]([F:29])([F:30])[F:31]. (2) Given the reactants [CH3:1][C:2]([N:43]1C(=O)C2C(=CC=CC=2)C1=O)([CH3:42])[CH:3]([O:23][CH2:24][CH2:25][CH2:26][CH2:27][CH2:28][CH2:29][CH2:30][CH2:31]/[CH:32]=[CH:33]\[CH2:34]/[CH:35]=[CH:36]\[CH2:37][CH2:38][CH2:39][CH2:40][CH3:41])[O:4][CH2:5][CH2:6][CH2:7][CH2:8][CH2:9][CH2:10][CH2:11][CH2:12]/[CH:13]=[CH:14]\[CH2:15]/[CH:16]=[CH:17]\[CH2:18][CH2:19][CH2:20][CH2:21][CH3:22].CNN, predict the reaction product. The product is: [CH3:1][C:2]([NH2:43])([CH3:42])[CH:3]([O:4][CH2:5][CH2:6][CH2:7][CH2:8][CH2:9][CH2:10][CH2:11][CH2:12]/[CH:13]=[CH:14]\[CH2:15]/[CH:16]=[CH:17]\[CH2:18][CH2:19][CH2:20][CH2:21][CH3:22])[O:23][CH2:24][CH2:25][CH2:26][CH2:27][CH2:28][CH2:29][CH2:30][CH2:31]/[CH:32]=[CH:33]\[CH2:34]/[CH:35]=[CH:36]\[CH2:37][CH2:38][CH2:39][CH2:40][CH3:41].